Dataset: Reaction yield outcomes from USPTO patents with 853,638 reactions. Task: Predict the reaction yield, written as a fraction of the theoretical maximum amount of product (1.0 means a 100% yield; for example, 0.34 means a 34% yield). (1) The reactants are Cl.[Br:2][C:3]1[C:7]2=[N:8][CH:9]=[CH:10][CH:11]=[C:6]2[S:5][C:4]=1[NH2:12].[C:13]1([S:19]([Cl:22])(=[O:21])=[O:20])[CH:18]=[CH:17][CH:16]=[CH:15][CH:14]=1. The catalyst is N1C=CC=CC=1. The product is [ClH:22].[Br:2][C:3]1[C:7]2=[N:8][CH:9]=[CH:10][CH:11]=[C:6]2[S:5][C:4]=1[NH:12][S:19]([C:13]1[CH:18]=[CH:17][CH:16]=[CH:15][CH:14]=1)(=[O:21])=[O:20]. The yield is 0.360. (2) The reactants are [NH:1]1[C:5]2[CH:6]=[CH:7][C:8]([C:10]([OH:12])=O)=[CH:9][C:4]=2[N:3]=[CH:2]1.[F:13][C:14]1[C:19]2[C@H:20]3[C@H:25]([CH2:26][CH2:27][C:18]=2[CH:17]=[CH:16][CH:15]=1)[NH:24][CH2:23][CH2:22][CH2:21]3. No catalyst specified. The product is [NH:1]1[C:5]2[CH:6]=[CH:7][C:8]([C:10]([N:24]3[C@@H:25]4[C@H:20]([C:19]5[C:14]([F:13])=[CH:15][CH:16]=[CH:17][C:18]=5[CH2:27][CH2:26]4)[CH2:21][CH2:22][CH2:23]3)=[O:12])=[CH:9][C:4]=2[N:3]=[CH:2]1. The yield is 0.410. (3) The reactants are [CH2:1]([C@H:8]1[CH2:12][O:11][C:10](=[O:13])[N:9]1[C:14](=[O:23])[CH2:15][C:16]1[CH:21]=[CH:20][C:19]([F:22])=[CH:18][CH:17]=1)[C:2]1[CH:7]=[CH:6][CH:5]=[CH:4][CH:3]=1.IC.[CH3:26][Si]([N-][Si](C)(C)C)(C)C.[Na+]. The catalyst is C1COCC1. The product is [CH2:1]([C@H:8]1[CH2:12][O:11][C:10](=[O:13])[N:9]1[C:14](=[O:23])[C@H:15]([C:16]1[CH:17]=[CH:18][C:19]([F:22])=[CH:20][CH:21]=1)[CH3:26])[C:2]1[CH:7]=[CH:6][CH:5]=[CH:4][CH:3]=1. The yield is 0.490.